This data is from Full USPTO retrosynthesis dataset with 1.9M reactions from patents (1976-2016). The task is: Predict the reactants needed to synthesize the given product. (1) Given the product [CH:2]1([N+:8]([O-:9])=[CH:20][C:19]2[CH:18]=[CH:17][C:16]([S:13](=[O:15])(=[O:14])[N:12]([CH2:24][CH3:25])[CH2:10][CH3:11])=[CH:23][CH:22]=2)[CH2:7][CH2:6][CH2:5][CH2:4][CH2:3]1, predict the reactants needed to synthesize it. The reactants are: Cl.[CH:2]1([NH:8][OH:9])[CH2:7][CH2:6][CH2:5][CH2:4][CH2:3]1.[CH2:10]([N:12]([CH2:24][CH3:25])[S:13]([C:16]1[CH:23]=[CH:22][C:19]([CH:20]=O)=[CH:18][CH:17]=1)(=[O:15])=[O:14])[CH3:11]. (2) Given the product [O:1]1[CH:5]=[N:4][N:3]=[C:2]1[C:6]1[CH:13]=[CH:12][C:9](/[CH:10]=[CH:22]/[CH:23]=[O:24])=[CH:8][CH:7]=1, predict the reactants needed to synthesize it. The reactants are: [O:1]1[CH:5]=[N:4][N:3]=[C:2]1[C:6]1[CH:13]=[CH:12][C:9]([CH:10]=O)=[CH:8][CH:7]=1.N1(C2C=C[C:22]([CH:23]=[O:24])=CC=2)C=CC=N1. (3) Given the product [F:1][C:2]1[CH:3]=[C:4]([CH:9]([OH:27])[CH:10]([CH2:16][C:17]2[CH:22]=[CH:21][C:20]([C:23]([F:24])([F:25])[F:26])=[CH:19][CH:18]=2)[C:11]([OH:13])=[O:12])[CH:5]=[CH:6][C:7]=1[F:8], predict the reactants needed to synthesize it. The reactants are: [F:1][C:2]1[CH:3]=[C:4]([CH:9]([OH:27])[CH:10]([CH2:16][C:17]2[CH:22]=[CH:21][C:20]([C:23]([F:26])([F:25])[F:24])=[CH:19][CH:18]=2)[C:11]([O:13]CC)=[O:12])[CH:5]=[CH:6][C:7]=1[F:8].[OH-].[Na+].Cl.